Predict the reactants needed to synthesize the given product. From a dataset of Full USPTO retrosynthesis dataset with 1.9M reactions from patents (1976-2016). (1) The reactants are: [O:1]1[C:3]2([CH2:8][CH2:7][N:6]([C:9]([O:11][CH2:12][C:13]3[CH:18]=[CH:17][CH:16]=[CH:15][CH:14]=3)=[O:10])[CH2:5][CH2:4]2)[CH2:2]1.[Cl:19][C:20]1[CH:21]=[C:22]([CH:24]=[CH:25][C:26]=1[Cl:27])[NH2:23]. Given the product [C:13]1([CH2:12][O:11][C:9]([N:6]2[CH2:7][CH2:8][C:3]([CH2:2][NH:23][C:22]3[CH:24]=[CH:25][C:26]([Cl:27])=[C:20]([Cl:19])[CH:21]=3)([OH:1])[CH2:4][CH2:5]2)=[O:10])[CH:18]=[CH:17][CH:16]=[CH:15][CH:14]=1, predict the reactants needed to synthesize it. (2) Given the product [F:16][C:17]1[CH:18]=[C:19]([CH:20]=[C:1]([C:2](=[O:26])[CH3:3])[CH2:5][C:6]([O:8][CH2:9][C:10]2[CH:15]=[CH:14][CH:13]=[CH:12][CH:11]=2)=[O:7])[CH:22]=[CH:23][C:24]=1[F:25], predict the reactants needed to synthesize it. The reactants are: [C:1]([CH2:5][C:6]([O:8][CH2:9][C:10]1[CH:15]=[CH:14][CH:13]=[CH:12][CH:11]=1)=[O:7])(=O)[CH2:2][CH3:3].[F:16][C:17]1[CH:18]=[C:19]([CH:22]=[CH:23][C:24]=1[F:25])[CH:20]=O.[OH2:26]. (3) Given the product [S:35]1[CH:36]=[CH:37][N:38]=[C:34]1[NH:33][S:2]([C:5]1[CH:10]=[CH:9][C:8]([NH:11][C:12]([N:20]2[CH2:19][CH2:18][C:17]3[C:22](=[C:23]([N:26]4[CH2:27][CH2:28][N:29]([CH3:32])[CH2:30][CH2:31]4)[CH:24]=[CH:25][C:16]=3[O:15][CH3:14])[CH2:21]2)=[O:13])=[CH:7][CH:6]=1)(=[O:4])=[O:3], predict the reactants needed to synthesize it. The reactants are: Cl[S:2]([C:5]1[CH:10]=[CH:9][C:8]([N:11]=[C:12]=[O:13])=[CH:7][CH:6]=1)(=[O:4])=[O:3].[CH3:14][O:15][C:16]1[CH:25]=[CH:24][C:23]([N:26]2[CH2:31][CH2:30][N:29]([CH3:32])[CH2:28][CH2:27]2)=[C:22]2[C:17]=1[CH2:18][CH2:19][NH:20][CH2:21]2.[NH2:33][C:34]1[S:35][CH:36]=[CH:37][N:38]=1.C(=O)([O-])[O-].[Na+].[Na+]. (4) The reactants are: Cl[C:2]1[CH:7]=[C:6]([O:8][C:9]2[C:14]([F:15])=[CH:13][C:12]([NH:16][C:17]([C:19]3[C:20](=[O:35])[N:21]([C:28]4[CH:33]=[CH:32][C:31]([F:34])=[CH:30][CH:29]=4)[CH:22]=[CH:23][C:24]=3[O:25][CH2:26][CH3:27])=[O:18])=[C:11]([F:36])[CH:10]=2)[CH:5]=[CH:4][N:3]=1.[C:37]([NH2:40])(=[O:39])[CH3:38].CC1(C)C2C(=C(P(C3C=CC=CC=3)C3C=CC=CC=3)C=CC=2)OC2C(P(C3C=CC=CC=3)C3C=CC=CC=3)=CC=CC1=2.C([O-])([O-])=O.[Cs+].[Cs+]. Given the product [C:37]([NH:40][C:2]1[CH:7]=[C:6]([O:8][C:9]2[C:14]([F:15])=[CH:13][C:12]([NH:16][C:17]([C:19]3[C:20](=[O:35])[N:21]([C:28]4[CH:29]=[CH:30][C:31]([F:34])=[CH:32][CH:33]=4)[CH:22]=[CH:23][C:24]=3[O:25][CH2:26][CH3:27])=[O:18])=[C:11]([F:36])[CH:10]=2)[CH:5]=[CH:4][N:3]=1)(=[O:39])[CH3:38], predict the reactants needed to synthesize it. (5) Given the product [CH:1]1([C:4]2[N:8]=[C:7]([C:9]3[C:15]4[CH2:14][CH2:13][C:12]=4[S:11][C:10]=3[NH:16][C:25]([C:17]3[CH2:21][CH2:20][CH2:19][C:18]=3[C:22]([OH:24])=[O:23])=[O:26])[O:6][N:5]=2)[CH2:3][CH2:2]1, predict the reactants needed to synthesize it. The reactants are: [CH:1]1([C:4]2[N:8]=[C:7]([C:9]3[C:15]4[CH2:14][CH2:13][C:12]=4[S:11][C:10]=3[NH2:16])[O:6][N:5]=2)[CH2:3][CH2:2]1.[C:17]12[C:25](=[O:26])[O:24][C:22](=[O:23])[C:18]=1[CH2:19][CH2:20][CH2:21]2. (6) Given the product [F:23][C:10]1[C:9]2[O:8][C:5]3[C:4]([C@:15]4([N:20]=[C:19]([NH2:21])[CH2:18][O:17][CH2:16]4)[C:14]=2[CH:13]=[C:12]([C:39]2[CH:38]=[CH:37][N:36]=[C:35]([CH3:34])[CH:40]=2)[N:11]=1)=[CH:3][C:2]([C:30]1[C:25]([F:24])=[N:26][CH:27]=[CH:28][CH:29]=1)=[CH:7][CH:6]=3, predict the reactants needed to synthesize it. The reactants are: Br[C:2]1[CH:3]=[C:4]2[C@@:15]3([N:20]=[C:19]([NH2:21])[CH2:18][O:17][CH2:16]3)[C:14]3[CH:13]=[C:12](Cl)[N:11]=[C:10]([F:23])[C:9]=3[O:8][C:5]2=[CH:6][CH:7]=1.[F:24][C:25]1[C:30](B(O)O)=[CH:29][CH:28]=[CH:27][N:26]=1.[CH3:34][C:35]1[CH:40]=[C:39](B2OC(C)(C)C(C)(C)O2)[CH:38]=[CH:37][N:36]=1. (7) Given the product [CH3:14][O:13][C:5]1[CH:4]=[CH:3][C:2]([C:21]2[CH:26]=[CH:25][CH:24]=[CH:23][CH:22]=2)=[C:11]2[C:6]=1[CH2:7][CH2:8][C:9](=[O:12])[NH:10]2, predict the reactants needed to synthesize it. The reactants are: Br[C:2]1[CH:3]=[CH:4][C:5]([O:13][CH3:14])=[C:6]2[C:11]=1[NH:10][C:9](=[O:12])[CH2:8][CH2:7]2.C(=O)([O-])[O-].[K+].[K+].[C:21]1(B(O)O)[CH:26]=[CH:25][CH:24]=[CH:23][CH:22]=1. (8) Given the product [CH3:1][C:2]1[C:10]2[N:9]([CH:11]([CH3:13])[CH3:12])[CH:8]=[CH:7][C:6]=2[C:5]([C:14]([OH:16])=[O:15])=[CH:4][CH:3]=1, predict the reactants needed to synthesize it. The reactants are: [CH3:1][C:2]1[C:10]2[N:9]([CH:11]([CH3:13])[CH3:12])[CH:8]=[CH:7][C:6]=2[C:5]([C:14]([O:16]C)=[O:15])=[CH:4][CH:3]=1.[OH-].[Na+].